Dataset: Catalyst prediction with 721,799 reactions and 888 catalyst types from USPTO. Task: Predict which catalyst facilitates the given reaction. (1) Reactant: [NH2:1][CH2:2][CH:3]1[N:8]([CH2:9][CH2:10][O:11][CH2:12][CH2:13][OH:14])[CH2:7][CH2:6][N:5]([C:15]([O:17][C:18]([CH3:21])([CH3:20])[CH3:19])=[O:16])[CH2:4]1.C(N(CC)CC)C.[F:29][C:30]([F:41])([F:40])[C:31](O[C:31](=[O:32])[C:30]([F:41])([F:40])[F:29])=[O:32]. Product: [OH:14][CH2:13][CH2:12][O:11][CH2:10][CH2:9][N:8]1[CH2:7][CH2:6][N:5]([C:15]([O:17][C:18]([CH3:21])([CH3:20])[CH3:19])=[O:16])[CH2:4][CH:3]1[CH2:2][NH:1][C:31](=[O:32])[C:30]([F:41])([F:40])[F:29]. The catalyst class is: 4. (2) Reactant: [CH:1]1[C:10]2[C:5](=[CH:6][CH:7]=[CH:8][CH:9]=2)[CH:4]=[CH:3][C:2]=1[C:11]1[C:19]2[C:14](=[N:15][CH:16]=[N:17][C:18]=2[NH2:20])[NH:13][N:12]=1.C([O-])([O-])=O.[K+].[K+].I[CH2:28][C:29]([NH2:31])=[O:30].O. Product: [NH2:20][C:18]1[N:17]=[CH:16][N:15]=[C:14]2[N:13]([CH2:28][C:29]([NH2:31])=[O:30])[N:12]=[C:11]([C:2]3[CH:3]=[CH:4][C:5]4[C:10](=[CH:9][CH:8]=[CH:7][CH:6]=4)[CH:1]=3)[C:19]=12. The catalyst class is: 3. (3) Reactant: [N+:1]([C:4]1[CH:11]=[CH:10][C:7]([CH:8]=O)=[CH:6][CH:5]=1)([O-:3])=[O:2].[NH:12]1[CH2:17][CH2:16][C:15](=[O:18])[CH2:14][CH2:13]1.Cl.S(=O)(=O)(O)O. Product: [N+:1]([C:4]1[CH:11]=[CH:10][C:7](/[CH:8]=[C:14]2\[CH2:13][NH:12][CH2:17]/[C:16](=[CH:8]\[C:7]3[CH:10]=[CH:11][C:4]([N+:1]([O-:3])=[O:2])=[CH:5][CH:6]=3)/[C:15]\2=[O:18])=[CH:6][CH:5]=1)([O-:3])=[O:2]. The catalyst class is: 15. (4) Reactant: Br[CH2:2][C:3]1[CH:8]=[CH:7][C:6]([Cl:9])=[C:5]([O:10][CH3:11])[CH:4]=1.[C-:12]#[N:13].[Na+]. Product: [Cl:9][C:6]1[CH:7]=[CH:8][C:3]([CH2:2][C:12]#[N:13])=[CH:4][C:5]=1[O:10][CH3:11]. The catalyst class is: 8. (5) Reactant: COC[O:4][C:5]1[CH:10]=[C:9]([O:11]COC)[CH:8]=[CH:7][C:6]=1[C:15]1[CH2:24][CH2:23][C:18]2(OCC[O:19]2)[CH2:17][CH:16]=1.Cl.C(=O)(O)[O-].[Na+]. Product: [OH:4][C:5]1[CH:10]=[C:9]([OH:11])[CH:8]=[CH:7][C:6]=1[C:15]1[CH2:24][CH2:23][C:18](=[O:19])[CH2:17][CH:16]=1. The catalyst class is: 5.